From a dataset of Human Reference Interactome with 51,813 positive PPI pairs across 8,248 proteins, plus equal number of experimentally-validated negative pairs. Binary Classification. Given two protein amino acid sequences, predict whether they physically interact or not. (1) Protein 1 (ENSG00000176919) has sequence MLPPGTATLLTLLLAAGSLGQKPQRPRRPASPISTIQPKANFDAQQFAGTWLLVAVGSACRFLQEQGHRAEATTLHVAPQGTAMAVSTFRKLDGICWQVRQLYGDTGVLGRFLLQARDARGAVHVVVAETDYQSFAVLYLERAGQLSVKLYARSLPVSDSVLSGFEQRVQEAHLTEDQIFYFPKYGFCEAADQFHVLDEVRR*XFAVLYLERAGQLSVKLYGPQEPCLPCSPLAPCERLGPEWV*XNFDAQQFAGTWLLVAVGSACRFLQEQGHRAEATTLHVAPQGTAMAVSTFRKLPR.... Protein 2 (ENSG00000176410) has sequence MAAMRWRWWQRLLPWRLLQARGFPQNSAPSLGLGARTYSQGDCSYSRTALYDLLGVPSTATQAQIKAAYYRQCFLYHPDRNSGSAEAAERFTRISQAYVVLGSATLRRKYDRGLLSDEDLRGPGVRPSRTPAPDPGSPRTPPPTSRTHDGSRASPGANRTMFNFDAFYQAHYGEQLERERRLRARREALRKRQEYRSMKGLRWEDTRDTAAIFLIFSIFIIIGFYI*. Result: 0 (the proteins do not interact). (2) Protein 1 (ENSG00000171631) has sequence MEWDNGTGQALGLPPTTCVYRENFKQLLLPPVYSAVLAAGLPLNICVITQICTSRRALTRTAVYTLNLALADLLYACSLPLLIYNYAQGDHWPFGDFACRLVRFLFYANLHGSILFLTCISFQRYLGICHPLAPWHKRGGRRAAWLVCVAVWLAVTTQCLPTAIFAATGIQRNRTVCYDLSPPALATHYMPYGMALTVIGFLLPFAALLACYCLLACRLCRQDGPAEPVAQERRGKAARMAVVVAAAFAISFLPFHITKTAYLAVRSTPGVPCTVLEAFAAAYKGTRPFASANSVLDPIL.... Protein 2 (ENSG00000179639) has sequence MAPAMESPTLLCVALLFFAPDGVLAVPQKPKVSLNPPWNRIFKGENVTLTCNGNNFFEVSSTKWFHNGSLSEETNSSLNIVNAKFEDSGEYKCQHQQVNESEPVYLEVFSDWLLLQASAEVVMEGQPLFLRCHGWRNWDVYKVIYYKDGEALKYWYENHNISITNATVEDSGTYYCTGKVWQLDYESEPLNITVIKAPREKYWLQFFIPLLVVILFAVDTGLFISTQQQVTFLLKIKRTRKGFRLLNPHPKPNPKNN*MAPAMESPTLLCVALLFFAPDGVLAVSSTKWFHNGSLSEETN.... Result: 0 (the proteins do not interact). (3) Protein 1 (ENSG00000101888) has sequence MRKYRSHWSQGDREGYQRRSNYYEGPHTSHSSPADRTREEVVTPTLPEHTATRSQMATSLDFKTYVDQACRAAEEFVNIYYETMDKRRRALTRLYLDKATLIWNGNAVSGLDALNNFFDTLPSSEFQVNMLDCQPVHEQATQSQTTVLVVTSGTVKFDGNKQHFFNQNFLLTAQSTPNNTVWKIASDCFRFQDWSSS*MDKRRRALTRLYLDKATLIWNGNAVSGLDALNNFFDTLPSSEFQVNMLDCQPVHEQATQSQTTVLVVTSGTVKFDGNKQHFFNQNFLLTAQSTPNNTVWKIA.... Protein 2 (ENSG00000147206) has sequence MSLPSGHTTGHTDQVVQRRARCWDIYQRRFSSRSEPVNPGMHSSSHQQQDGDAAMHGAHMDSPVRYTPYTISPYNRKGSFRKQDQTHVNMEREQKPPERRMEGNMPDGTLGSWFKITVPFGIKYNEKWLLNLIQNECSVPFVPVEFHYENMHASFFVENASIAYALKNVSGKIWDEDNEKISIFVNPAGIPHFVHRELKSEKVEQIKLAMNQQCDVSQEALDIQRLPFYPDMVNRDTKMASNPRKCMAASLDVHEENIPTVMSAGEMDKWKGIEPGEKCADRSPVCTTFSDTSSNINSIL.... Result: 1 (the proteins interact). (4) Protein 1 (ENSG00000176273) has sequence MRPQDSTGVAELQEPGLPLTDDAPPGATEEPAAAEAAGAPDRGRCWLCLSSPCCSRTEPAKKKAPCPGLGLFYTLLSAFLFSVGSLFVKKVQDVHAVEISAFRCVFQMLVVIPCLIYRKTGFIGPKGQRIFLILRGVLGSTAMMLIYYAYQTMSLADATVITFSSPVFTSIFAWICLKEKYSPWDALFTVFTITGVILIVRPPFLFGSDTSGMEESYSGHLKGTFAAIGSAVFAASTLVILRKMGKSVDYFLSIWYYVVLGLVESVIILSVLGEWSLPYCGLDRLFLIFIGLFGLGGQIF.... Protein 2 (ENSG00000171777) has sequence MNRKDSKRKSHQECTGKIGGRGRPRQVRRHKTCPSPREISKVMASMNLGLLSEGGCSEDELLEKCIQSFDSAGSLCHEDHMLNMVLAMHSWVLPSADLAARLLTSYQKATGDTQELRRLQICHLVRYWLMRHPEVMHQDPQLEEVIGRFWATVAREGNSAQRRLGDSSDLLSPGGPGPPLPMSSPGLGKKRKVSLLFDHLETGELAQHLTYLEFRSFQAITALLELTELLASHNNYARYRRTWAGCAGFRLPVLGVHLKDLVSLHEAQPDRLPDGRLHLPKLNNLYLRLQELVALQGQHP.... Result: 0 (the proteins do not interact). (5) Protein 1 (ENSG00000087095) has sequence MSLCGARANAKMMAAYNGGTSAAAAGHHHHHHHHLPHLPPPHLHHHHHPQHHLHPGSAAAVHPVQQHTSSAAAAAAAAAAAAAMLNPGQQQPYFPSPAPGQAPGPAAAAPAQVQAAAAATVKAHHHQHSHHPQQQLDIEPDRPIGYGAFGVVWSVTDPRDGKRVALKKMPNVFQNLVSCKRVFRELKMLCFFKHDNVLSALDILQPPHIDYFEEIYVVTELMQSDLHKIIVSPQPLSSDHVKVFLYQILRGLKYLHSAGILHRDIKPGNLLVNSNCVLKICDFGLARVEELDESRHMTQE.... Protein 2 (ENSG00000100191) has sequence MASTVSPSTIAETPEPPPLSDHIRNAADISVIVIYFLVVMAVGLWAMLKTNRGTIGGFFLAGRDMAWWPMGASLFASNIGSNHYVGLAGTGAASGVATVTFEWTSSVMLLILGWIFVPIYIKSGVMTMPEYLKKRFGGERLQVYLSILSLFICVVLLISADIFAGAIFIKLALGLDLYLAIFILLAMTAVYTTTGGLASVIYTDTLQTIIMLIGSFILMGFAFNEVGGYESFTEKYVNATPSVVEGDNLTISASCYTPRADSFHIFRDAVTGDIPWPGIIFGMPITALWYWCTNQVIVQR.... Result: 0 (the proteins do not interact). (6) Result: 0 (the proteins do not interact). Protein 1 (ENSG00000101150) has sequence MDSAGQDINLNSPNKGLLSDSMTDVPVDTGVAARTPAVEGLTEAEEEELRAELTKVEEEIVTLRQVLAAKERHCGELKRRLGLSTLGELKQNLSRSWHDVQVSSAYVKTSEKLGEWNEKVTQSDLYKKTQETLSQAGQKTSAALSTVGSAISRKLGDMRAHPFSHSFSSYSIRHSISMPAMRNSATFKSFEDRVGTIKSKVVGDRENGSDNLPSSAGSGDKPLSDPAPF*MDSAGQGVAARTPAVEGLTEAEEEELRAELTKVEEEIVTLRQVLAAKERHCGELKRRLGLSTLGELKQNL.... Protein 2 (ENSG00000126934) has sequence MLARRKPVLPALTINPTIAEGPSPTSEGASEANLVDLQKKLEELELDEQQKKRLEAFLTQKAKVGELKDDDFERISELGAGNGGVVTKVQHRPSGLIMARKLIHLEIKPAIRNQIIRELQVLHECNSPYIVGFYGAFYSDGEISICMEHMDGGSLDQVLKEAKRIPEEILGKVSIAVLRGLAYLREKHQIMHRDVKPSNILVNSRGEIKLCDFGVSGQLIDSMANSFVGTRSYMAPERLQGTHYSVQSDIWSMGLSLVELAVGRYPIPPPDAKELEAIFGRPVVDGEEGEPHSISPRPRP.... (7) Protein 1 (ENSG00000130528) has sequence MGHHRPWLHASVLWAGVASLLLPPAMTQQLRGDGLGFRNRNNSTGVAGLSEEASAELRHHLHSPRDHPDENKDVSTENGHHFWSHPDREKEDEDVSKEYGHLLPGHRSQDHKVGDEGVSGEEVFAEHGGQARGHRGHGSEDTEDSAEHRHHLPSHRSHSHQDEDEDEVVSSEHHHHILRHGHRGHDGEDDEGEEEEEEEEEEEEASTEYGHQAHRHRGHGSEEDEDVSDGHHHHGPSHRHQGHEEDDDDDDDDDDDDDDDDVSIEYRHQAHRHQGHGIEEDEDVSDGHHHRDPSHRHRSH.... Protein 2 (ENSG00000196873) has sequence MLPAVGSVDEEEDPAEEDCPELVPIETTQSEEEEKSGLGAKIPVTIITGYLVIQRLLY*MLPAVGSVDEEEDPAEEDCPELVPIETTQSEEEEKSGLGAKIPVTIITGYLGAGKTTLLNYILTEQHSKRVAVILNESGEGSALEKSLAVSQGGELYEEWLELRNGCLCCSVKDNGLRAIENLMQKKGKFDDILLETTGLADPGAVASMFWVDAELGSDIYLDGIITIVDSKYGLKHLTEEKPDGLINEATRQVALADIILINKTDLVPEEDVKKLRTTIRSINGLGQILETQRSSLQKKL.... Result: 0 (the proteins do not interact). (8) Protein 1 (ENSG00000169679) has sequence MDTPENVLQMLEAHMQSYKGNDPLGEWERYIQWVEENFPENKEYLITLLEHLMKEFLDKKKYHNDPRFISYCLKFAEYNSDLHQFFEFLYNHGIGTLSSPLYIAWAGHLEAQGELQHASAVLQRGIQNQAEPREFLQQQYRLFQTRLTETHLPAQARTSEPLHNVQVLNQMITSKSNPGNNMACISKNQGSELSGVISSACDKESNMERRVITISKSEYSVHSSLASKVDVEQVVMYCKEKLIRGESEFSFEELRAQKYNQRRKHEQWVNEDRHYMKRKEANAFEEQLLKQKMDELHKKL.... Protein 2 (ENSG00000236362) has sequence MSWRGRSTYYWPRPRRYVQPPEMIGPMRPEQFSDEVEPATPEEGEPATQRQDPAAAQEGEDEGASAGQGPKPEAHSQEQGHPQTGCECEDGPDGQEMDPPNPEEVKTPEEGEKQSQC*. Result: 0 (the proteins do not interact). (9) Protein 1 (ENSG00000068697) has sequence MVSMSFKRNRSDRFYSTRCCGCCHVRTGTIILGTWYMVVNLLMAILLTVEVTHPNSMPAVNIQYEVIGNYYSSERMADNACVLFAVSVLMFIISSMLVYGAISYQVGWLIPFFCYRLFDFVLSCLVAISSLTYLPRIKEYLDQLPDFPYKDDLLALDSSCLLFIVLVFFALFIIFKAYLINCVWNCYKYINNRNVPEIAVYPAFEAPPQYVLPTYEMAVKMPEKEPPPPYLPA*. Protein 2 (ENSG00000139219) has sequence MIRLGAPQTLVLLTLLVAAVLRCQGQDVRQPGPKGQKGEPGDIKDIVGPKGPPGPQGPAGEQGPRGDRGDKGEKGAPGPRGRDGEPGTPGNPGPPGPPGPPGPPGLGGNFAAQMAGGFDEKAGGAQLGVMQGPMGPMGPRGPPGPAGAPGPQGFQGNPGEPGEPGVSGPMGPRGPPGPPGKPGDDGEAGKPGKAGERGPPGPQGARGFPGTPGLPGVKGHRGYPGLDGAKGEAGAPGVKGESGSPGENGSPGPMGPRGLPGERGRTGPAGAAGARGNDGQPGPAGPPGPVGPAGGPGFPG.... Result: 0 (the proteins do not interact). (10) Protein 1 (ENSG00000166923) has sequence MSRTAYTVGALLLLLGTLLPAAEGKKKGSQGAIPPPAKRPCM*MSRTAYTVGALLLLLGTLLPAAEGKKKGSQGAIPPPDKALHVTERKYLKRDWCKTQPLKQTIHEEGCNSRTIINRFCYGQCNSFYIPRHIRKEEGSFQSCSFCKPKKFTTMMVTLNCPELQPPTKKKRVTRVKQCRCISIDLD*MSRTAYTVGALLLLLGTLLPAAEGKKKGSQGAIPPPDKAQHNDSEQTQSPQQPGSRNRGRGQGRGTAMPGEEVLESSQEALHVTERKYLKRDWCKTQPLKQTIHEEGCNSRTI.... Protein 2 (ENSG00000129083) has sequence MTAAENVCYTLINVPMDSEPPSEISLKNDLEKGDVKSKTEALKKVIIMILNGEKLPGLLMTIIRFVLPLQDHTIKKLLLVFWEIVPKTTPDGRLLHEMILVCDAYRKDLQHPNEFIRGSTLRFLCKLKEAELLEPLMPAIRACLEHRHSYVRRNAVLAIYTIYRNFEHLIPDAPELIHDFLVNEKDASCKRNAFMMLIHADQDRALDYLSTCIDQVQTFGDILQLVIVELIYKVCHANPSERARFIRCIYNLLQSSSPAVKYEAAGTLVTLSSAPTAIKAAAQCYIDLIIKESDNNVKLI.... Result: 0 (the proteins do not interact).